This data is from Catalyst prediction with 721,799 reactions and 888 catalyst types from USPTO. The task is: Predict which catalyst facilitates the given reaction. (1) Reactant: [Br:1][C:2]1[C:3]([CH3:8])=[N:4][O:5][C:6]=1[NH2:7].[H-].[Na+].[CH2:11]([C:15]1[S:19][C:18]2[CH:20]=[CH:21][CH:22]=[CH:23][C:17]=2[C:16]=1[S:24](Cl)(=[O:26])=[O:25])[CH2:12][CH2:13][CH3:14]. Product: [Br:1][C:2]1[C:3]([CH3:8])=[N:4][O:5][C:6]=1[NH:7][S:24]([C:16]1[C:17]2[CH:23]=[CH:22][CH:21]=[CH:20][C:18]=2[S:19][C:15]=1[CH2:11][CH2:12][CH2:13][CH3:14])(=[O:25])=[O:26]. The catalyst class is: 1. (2) Reactant: [OH:1][C@H:2]1[CH2:10][C:9]2[C:4](=[CH:5][CH:6]=[CH:7][CH:8]=2)[C@H:3]1[NH:11][C:12](=[O:18])[O:13][C:14]([CH3:17])([CH3:16])[CH3:15].[O-2].[Ba+2].[OH-].[Ba+2].[OH-].I[CH3:25]. Product: [CH3:25][O:1][C@H:2]1[CH2:10][C:9]2[C:4](=[CH:5][CH:6]=[CH:7][CH:8]=2)[C@H:3]1[NH:11][C:12](=[O:18])[O:13][C:14]([CH3:15])([CH3:17])[CH3:16]. The catalyst class is: 3.